This data is from Reaction yield outcomes from USPTO patents with 853,638 reactions. The task is: Predict the reaction yield, written as a fraction of the theoretical maximum amount of product (1.0 means a 100% yield; for example, 0.34 means a 34% yield). (1) The reactants are [C:1]([C:5]1[CH:9]=[C:8]([NH2:10])[N:7]([C:11]2[CH:12]=[N:13][C:14]([O:17][CH3:18])=[CH:15][CH:16]=2)[N:6]=1)([CH3:4])([CH3:3])[CH3:2].Cl[C:20]([O:22][C:23]1[CH:28]=[CH:27][CH:26]=[CH:25][CH:24]=1)=[O:21]. No catalyst specified. The product is [C:1]([C:5]1[CH:9]=[C:8]([NH:10][C:20](=[O:21])[O:22][C:23]2[CH:28]=[CH:27][CH:26]=[CH:25][CH:24]=2)[N:7]([C:11]2[CH:12]=[N:13][C:14]([O:17][CH3:18])=[CH:15][CH:16]=2)[N:6]=1)([CH3:4])([CH3:2])[CH3:3]. The yield is 0.610. (2) The reactants are [CH3:1][O:2][C:3]([C:5]1([C:8]2[CH:13]=[CH:12][C:11]([O:14][CH2:15][CH2:16][C:17]([OH:19])=O)=[CH:10][CH:9]=2)[CH2:7][CH2:6]1)=[O:4].C(Cl)(=O)C(Cl)=O. The catalyst is C(Cl)Cl.CN(C=O)C. The product is [O:19]=[C:17]1[C:10]2[C:11](=[CH:12][CH:13]=[C:8]([C:5]3([C:3]([OH:2])=[O:4])[CH2:6][CH2:7]3)[CH:9]=2)[O:14][CH2:15][CH2:16]1.[O:19]=[C:17]1[C:10]2[C:11](=[CH:12][CH:13]=[C:8]([C:5]3([C:3]([O:2][CH3:1])=[O:4])[CH2:6][CH2:7]3)[CH:9]=2)[O:14][CH2:15][CH2:16]1. The yield is 0.190. (3) The reactants are [H-].[Na+].[C:3]([O:7][CH2:8][CH3:9])(=[O:6])[CH2:4][OH:5].Br[C:11]1[N:16]=[CH:15][CH:14]=[CH:13][N:12]=1. The catalyst is CN(C=O)C. The product is [CH2:8]([O:7][C:3](=[O:6])[CH2:4][O:5][C:11]1[N:16]=[CH:15][CH:14]=[CH:13][N:12]=1)[CH3:9]. The yield is 0.520. (4) The reactants are [C:1](=[O:4])([O-])N.[CH3:5][O:6][C:7](=[O:20])[NH:8][C:9]1[S:10][C:11]2[CH:17]=[CH:16][CH:15]=[C:14]([O:18][CH3:19])[C:12]=2[N:13]=1. No catalyst specified. The product is [CH3:5][O:6][C:7](=[O:20])[NH:8][C:9]1[S:10][C:11]2[C:17]([N:13]3[CH2:9][CH2:1][O:4][CH2:11][CH2:12]3)=[CH:16][CH:15]=[C:14]([O:18][CH3:19])[C:12]=2[N:13]=1. The yield is 0.580. (5) The reactants are [N+](C(C1C=CC2C(=CC=C(O[C@H]3CC[C@H](C(F)(F)F)CC3)C=2)C=1)(C)CCC(O)=O)([O-])=O.C[O:33][C:34](=[O:67])[CH2:35][CH2:36][C:37]([N+:64]([O-:66])=[O:65])([C:39]1[CH:48]=[CH:47][C:46]2[C:41](=[CH:42][CH:43]=[C:44]([O:53][C@H:54]3[CH2:59][CH2:58][C@H:57]([C:60]([F:63])([F:62])[F:61])[CH2:56][CH2:55]3)[C:45]=2[C:49]([F:52])([F:51])[F:50])[CH:40]=1)[CH3:38]. No catalyst specified. The product is [N+:64]([C:37]([C:39]1[CH:48]=[CH:47][C:46]2[C:41](=[CH:42][CH:43]=[C:44]([O:53][C@H:54]3[CH2:55][CH2:56][C@H:57]([C:60]([F:61])([F:62])[F:63])[CH2:58][CH2:59]3)[C:45]=2[C:49]([F:50])([F:51])[F:52])[CH:40]=1)([CH3:38])[CH2:36][CH2:35][C:34]([OH:67])=[O:33])([O-:66])=[O:65]. The yield is 0.930. (6) The reactants are [CH3:1][O:2][C:3]1[CH:4]=[C:5]([CH:7]=[CH:8][C:9]=1[O:10][CH2:11][O:12][CH2:13][CH2:14][Si:15]([CH3:18])([CH3:17])[CH3:16])[NH2:6].[C:19]1([C:26]2[CH:31]=[CH:30][CH:29]=[CH:28][CH:27]=2)[CH:24]=[CH:23][C:22]([OH:25])=[CH:21][CH:20]=1. No catalyst specified. The product is [C:19]1([C:26]2[CH:31]=[CH:30][CH:29]=[CH:28][CH:27]=2)[CH:20]=[CH:21][C:22]([O:25][CH:9]2[CH2:8][CH2:7][N:6]([C:5]3[CH:7]=[CH:8][C:9]([O:10][CH2:11][O:12][CH2:13][CH2:14][Si:15]([CH3:17])([CH3:16])[CH3:18])=[C:3]([O:2][CH3:1])[CH:4]=3)[C:3]2=[O:2])=[CH:23][CH:24]=1. The yield is 0.540. (7) The reactants are [CH3:1][O:2][C:3]1[CH:11]=[CH:10][C:6]([CH:7]([NH2:9])[CH3:8])=[CH:5][CH:4]=1.[Cl:12][C:13]1[CH:18]=[N:17][CH:16]=[C:15](Cl)[N:14]=1. No catalyst specified. The product is [Cl:12][C:13]1[N:14]=[C:15]([NH:9][C@H:7]([C:6]2[CH:10]=[CH:11][C:3]([O:2][CH3:1])=[CH:4][CH:5]=2)[CH3:8])[CH:16]=[N:17][CH:18]=1. The yield is 0.790.